Binary Classification. Given a drug SMILES string, predict its activity (active/inactive) in a high-throughput screening assay against a specified biological target. From a dataset of HIV replication inhibition screening data with 41,000+ compounds from the AIDS Antiviral Screen. (1) The compound is COc1ccc([N+](=O)[O-])c2c(NCCC[N+](C)(C)O)c3ccccc3nc12.Cl.[Cl-]. The result is 0 (inactive). (2) The drug is C(=C1NC(c2ccccc2)=Nc2ccccc21)c1ccccc1. The result is 0 (inactive). (3) The molecule is CN(N=CC=NN(C)C1=NCCCCN1)C1=NCCCCN1.I. The result is 0 (inactive). (4) The compound is COP1(=O)OCc2cnccc2O1. The result is 0 (inactive). (5) The molecule is Clc1ccc(Cc2nc3ccccc3s2)c(Cl)c1. The result is 0 (inactive). (6) The compound is COc1cc(O)c(C(=O)C2Cc3ccccc32)c(OC)c1. The result is 0 (inactive). (7) The drug is COc1ccc(C=Cc2nc3ccccc3nc2C=Cc2ccc(OC)c(OC)c2)cc1OC. The result is 0 (inactive). (8) The molecule is N=C(N)C1CN(CCc2c[nH]cn2)C(=O)NC1=O. The result is 0 (inactive).